From a dataset of hERG Central: cardiac toxicity at 1µM, 10µM, and general inhibition. Predict hERG channel inhibition at various concentrations. The drug is O=C(c1cc(-c2ccc(Cl)cc2)n[nH]1)N1CCN(C(=O)c2ccco2)CC1. Results: hERG_inhib (hERG inhibition (general)): blocker.